Dataset: Aqueous solubility values for 9,982 compounds from the AqSolDB database. Task: Regression/Classification. Given a drug SMILES string, predict its absorption, distribution, metabolism, or excretion properties. Task type varies by dataset: regression for continuous measurements (e.g., permeability, clearance, half-life) or binary classification for categorical outcomes (e.g., BBB penetration, CYP inhibition). For this dataset (solubility_aqsoldb), we predict Y. (1) The drug is Nc1ccc(-c2ccc(N)c(Cl)c2)cc1Cl. The Y is -4.91 log mol/L. (2) The compound is Nc1ccc2ccc(S(=O)(=O)O)cc2c1. The Y is -3.05 log mol/L. (3) The drug is O=S(=O)([O-])[O-].[Cl].[Fe]. The Y is 0.540 log mol/L. (4) The compound is Cc1ncc([N+](=O)[O-])n1CCOP(=O)(O)O. The Y is -1.38 log mol/L. (5) The compound is C=C(C)CCl. The Y is -1.81 log mol/L. (6) The drug is c1cnc2c(c1)ccc1cccnc12. The Y is -1.83 log mol/L.